From a dataset of Forward reaction prediction with 1.9M reactions from USPTO patents (1976-2016). Predict the product of the given reaction. (1) The product is: [C:37]1([CH:43]([N:45]2[CH2:46][CH2:47][N:48]([CH2:6][C:7]3[N:12]=[CH:11][C:10]4[N:13]=[CH:14][N:15]([C:16]5[S:17][C:18]([C:34]([NH2:35])=[O:36])=[C:19]([O:21][C@@H:22]([C:24]6[CH:29]=[CH:28][CH:27]=[CH:26][C:25]=6[C:30]([F:31])([F:32])[F:33])[CH3:23])[CH:20]=5)[C:9]=4[CH:8]=3)[CH2:49][CH2:50]2)[CH3:44])[CH:42]=[CH:41][CH:40]=[CH:39][CH:38]=1. Given the reactants CS(O[CH2:6][C:7]1[N:12]=[CH:11][C:10]2[N:13]=[CH:14][N:15]([C:16]3[S:17][C:18]([C:34](=[O:36])[NH2:35])=[C:19]([O:21][C@@H:22]([C:24]4[CH:29]=[CH:28][CH:27]=[CH:26][C:25]=4[C:30]([F:33])([F:32])[F:31])[CH3:23])[CH:20]=3)[C:9]=2[CH:8]=1)(=O)=O.[C:37]1([CH:43]([N:45]2[CH2:50][CH2:49][NH:48][CH2:47][CH2:46]2)[CH3:44])[CH:42]=[CH:41][CH:40]=[CH:39][CH:38]=1, predict the reaction product. (2) Given the reactants [OH:1][C:2]([CH3:36])([CH3:35])[CH2:3][C@:4]1([C:29]2[CH:34]=[CH:33][CH:32]=[CH:31][CH:30]=2)[CH2:10][CH2:9][CH2:8][N:7]([C@H:11]([C:13]2[CH:18]=[CH:17][C:16](B3OC(C)(C)C(C)(C)O3)=[CH:15][CH:14]=2)[CH3:12])[C:6](=[O:28])[NH:5]1.Br[C:38]1[CH:43]=[CH:42][N:41]([CH3:44])[C:40](=[O:45])[CH:39]=1.C([O-])([O-])=O.[Na+].[Na+], predict the reaction product. The product is: [OH:1][C:2]([CH3:35])([CH3:36])[CH2:3][C@:4]1([C:29]2[CH:30]=[CH:31][CH:32]=[CH:33][CH:34]=2)[CH2:10][CH2:9][CH2:8][N:7]([C@H:11]([C:13]2[CH:14]=[CH:15][C:16]([C:38]3[CH:43]=[CH:42][N:41]([CH3:44])[C:40](=[O:45])[CH:39]=3)=[CH:17][CH:18]=2)[CH3:12])[C:6](=[O:28])[NH:5]1. (3) Given the reactants BrC1C=CC(C[C@H](NC(=O)[O:14][C:15]([CH3:18])([CH3:17])C)CO)=CC=1.C1(P(C2C=CC=CC=2)C2C=CC=CC=2)C=CC=CC=1.C1(=O)[NH:43][C:42](=O)[C:41]2=[CH:45][CH:46]=[CH:47][CH:48]=[C:40]12.N([C:52]([O:54][CH:55](C)C)=[O:53])=N[C:52]([O:54][CH:55](C)C)=[O:53], predict the reaction product. The product is: [C:42]([C:41]1[CH:45]=[C:46]([CH:47]=[CH:48][C:40]=1[O:14][CH:15]([CH3:17])[CH3:18])[C:52]([O:54][CH3:55])=[O:53])#[N:43]. (4) Given the reactants [C:1]([O:5][C:6](=[O:11])[NH:7][CH2:8][CH2:9][NH2:10])([CH3:4])([CH3:3])[CH3:2].[BH3-]C#N.[Na+].CC(O)=O.[CH:20]([CH:22]1[CH2:30][C:29]2[C:24](=[CH:25][CH:26]=[C:27]([C:31]#[N:32])[CH:28]=2)[CH2:23]1)=O.C([O-])([O-])=O.[Na+].[Na+], predict the reaction product. The product is: [C:31]([C:27]1[CH:28]=[C:29]2[C:24](=[CH:25][CH:26]=1)[CH2:23][CH:22]([CH2:20][NH:10][CH2:9][CH2:8][NH:7][C:6](=[O:11])[O:5][C:1]([CH3:4])([CH3:2])[CH3:3])[CH2:30]2)#[N:32]. (5) Given the reactants [Cl:1][C:2]1[CH:10]=[CH:9][C:8]([C:11]2[N:12]([C:22]([O:24][C:25]([CH3:28])([CH3:27])[CH3:26])=[O:23])[C:13]3[C:18]([CH:19]=2)=[CH:17][C:16]([CH:20]=O)=[CH:15][CH:14]=3)=[C:7]2[C:3]=1[CH2:4][NH:5][C:6]2=[O:29].[NH2:30][CH2:31][C:32]1[CH:33]=[N:34][CH:35]=[CH:36][CH:37]=1.C(O[BH-](OC(=O)C)OC(=O)C)(=O)C.[Na+], predict the reaction product. The product is: [Cl:1][C:2]1[CH:10]=[CH:9][C:8]([C:11]2[N:12]([C:22]([O:24][C:25]([CH3:28])([CH3:27])[CH3:26])=[O:23])[C:13]3[C:18]([CH:19]=2)=[CH:17][C:16]([CH2:20][NH:30][CH2:31][C:32]2[CH:33]=[N:34][CH:35]=[CH:36][CH:37]=2)=[CH:15][CH:14]=3)=[C:7]2[C:3]=1[CH2:4][NH:5][C:6]2=[O:29]. (6) Given the reactants [OH:1][C:2]1([C:15]#[C:16][Si](C)(C)C)[CH2:7][CH2:6][N:5]([C:8]([O:10][C:11]([CH3:14])([CH3:13])[CH3:12])=[O:9])[CH2:4][CH2:3]1.[F-].C([N+](CCCC)(CCCC)CCCC)CCC.O, predict the reaction product. The product is: [C:15]([C:2]1([OH:1])[CH2:7][CH2:6][N:5]([C:8]([O:10][C:11]([CH3:13])([CH3:12])[CH3:14])=[O:9])[CH2:4][CH2:3]1)#[CH:16]. (7) Given the reactants [OH:1][C:2]1[CH:3]=[CH:4][C:5]([CH3:8])=[N:6][CH:7]=1.C([O-])([O-])=O.[K+].[K+].[Cl:15][C:16]1[CH:23]=[CH:22][CH:21]=[CH:20][C:17]=1[CH2:18]Cl, predict the reaction product. The product is: [Cl:15][C:16]1[CH:23]=[CH:22][CH:21]=[CH:20][C:17]=1[CH2:18][O:1][C:2]1[CH:3]=[CH:4][C:5]([CH3:8])=[N:6][CH:7]=1.